Predict which catalyst facilitates the given reaction. From a dataset of Catalyst prediction with 721,799 reactions and 888 catalyst types from USPTO. (1) Reactant: [Cl:1][C:2]1[C:3]([C:20]2[CH:21]=[N:22][C:23]([C:26]([F:29])([F:28])[F:27])=[CH:24][CH:25]=2)=[CH:4][C:5]([CH2:8][N:9]2C(=O)C3C(=CC=CC=3)C2=O)=[N:6][CH:7]=1.NN.O. Product: [Cl:1][C:2]1[C:3]([C:20]2[CH:21]=[N:22][C:23]([C:26]([F:28])([F:27])[F:29])=[CH:24][CH:25]=2)=[CH:4][C:5]([CH2:8][NH2:9])=[N:6][CH:7]=1. The catalyst class is: 5. (2) Reactant: [Cl:1][C:2]1[CH:24]=[CH:23][C:5]([CH2:6][NH:7][C:8]([C:10]2[C:11](=[O:22])[C:12]3[CH:19]=[C:18]([CH2:20]Cl)[S:17][C:13]=3[N:14]([CH3:16])[CH:15]=2)=[O:9])=[CH:4][CH:3]=1.[CH3:25][NH2:26].O. Product: [Cl:1][C:2]1[CH:24]=[CH:23][C:5]([CH2:6][NH:7][C:8]([C:10]2[C:11](=[O:22])[C:12]3[CH:19]=[C:18]([CH2:20][NH:26][CH3:25])[S:17][C:13]=3[N:14]([CH3:16])[CH:15]=2)=[O:9])=[CH:4][CH:3]=1. The catalyst class is: 198.